Task: Predict which catalyst facilitates the given reaction.. Dataset: Catalyst prediction with 721,799 reactions and 888 catalyst types from USPTO Reactant: [CH3:1][O:2][C:3]1[CH:8]=[CH:7][C:6]([CH3:9])=[CH:5][C:4]=1[S:10]([Cl:13])(=[O:12])=[O:11].[N:14]1C=CC=CC=1.[NH2:20][C:21]1[CH:22]=[C:23]([N:30]2[CH2:35][CH2:34][CH:33](NC(=O)OC(C)(C)C)[CH2:32][CH2:31]2)[C:24]2[O:28][CH:27]=[CH:26][C:25]=2[CH:29]=1. Product: [ClH:13].[NH2:14][CH:35]1[CH2:34][CH2:33][CH2:32][CH2:31][N:30]1[C:23]1[C:24]2[O:28][CH:27]=[CH:26][C:25]=2[CH:29]=[C:21]([NH:20][S:10]([C:4]2[CH:5]=[C:6]([CH3:9])[CH:7]=[CH:8][C:3]=2[O:2][CH3:1])(=[O:12])=[O:11])[CH:22]=1. The catalyst class is: 2.